Dataset: NCI-60 drug combinations with 297,098 pairs across 59 cell lines. Task: Regression. Given two drug SMILES strings and cell line genomic features, predict the synergy score measuring deviation from expected non-interaction effect. (1) Drug 1: C1=NC2=C(N1)C(=S)N=C(N2)N. Drug 2: CN(CC1=CN=C2C(=N1)C(=NC(=N2)N)N)C3=CC=C(C=C3)C(=O)NC(CCC(=O)O)C(=O)O. Cell line: HT29. Synergy scores: CSS=56.8, Synergy_ZIP=-3.27, Synergy_Bliss=-3.03, Synergy_Loewe=-2.71, Synergy_HSA=-0.716. (2) Drug 1: CC1=C(C=C(C=C1)C(=O)NC2=CC(=CC(=C2)C(F)(F)F)N3C=C(N=C3)C)NC4=NC=CC(=N4)C5=CN=CC=C5. Drug 2: CCCCC(=O)OCC(=O)C1(CC(C2=C(C1)C(=C3C(=C2O)C(=O)C4=C(C3=O)C=CC=C4OC)O)OC5CC(C(C(O5)C)O)NC(=O)C(F)(F)F)O. Cell line: TK-10. Synergy scores: CSS=34.0, Synergy_ZIP=-5.42, Synergy_Bliss=-6.79, Synergy_Loewe=-9.62, Synergy_HSA=-5.21. (3) Cell line: MDA-MB-435. Drug 1: CC1C(C(CC(O1)OC2CC(CC3=C2C(=C4C(=C3O)C(=O)C5=C(C4=O)C(=CC=C5)OC)O)(C(=O)C)O)N)O.Cl. Synergy scores: CSS=26.9, Synergy_ZIP=-2.53, Synergy_Bliss=3.73, Synergy_Loewe=2.41, Synergy_HSA=2.31. Drug 2: CC1=C(C(=O)C2=C(C1=O)N3CC4C(C3(C2COC(=O)N)OC)N4)N. (4) Cell line: HCT-15. Drug 1: C1CCN(CC1)CCOC2=CC=C(C=C2)C(=O)C3=C(SC4=C3C=CC(=C4)O)C5=CC=C(C=C5)O. Drug 2: COC1=C(C=C2C(=C1)N=CN=C2NC3=CC(=C(C=C3)F)Cl)OCCCN4CCOCC4. Synergy scores: CSS=63.0, Synergy_ZIP=2.20, Synergy_Bliss=2.23, Synergy_Loewe=2.77, Synergy_HSA=2.22. (5) Drug 1: CCCS(=O)(=O)NC1=C(C(=C(C=C1)F)C(=O)C2=CNC3=C2C=C(C=N3)C4=CC=C(C=C4)Cl)F. Drug 2: B(C(CC(C)C)NC(=O)C(CC1=CC=CC=C1)NC(=O)C2=NC=CN=C2)(O)O. Cell line: HCC-2998. Synergy scores: CSS=-16.3, Synergy_ZIP=8.88, Synergy_Bliss=-0.394, Synergy_Loewe=-10.9, Synergy_HSA=-12.7. (6) Drug 1: C1=CC(=CC=C1CCC2=CNC3=C2C(=O)NC(=N3)N)C(=O)NC(CCC(=O)O)C(=O)O. Drug 2: CCC1=CC2CC(C3=C(CN(C2)C1)C4=CC=CC=C4N3)(C5=C(C=C6C(=C5)C78CCN9C7C(C=CC9)(C(C(C8N6C)(C(=O)OC)O)OC(=O)C)CC)OC)C(=O)OC.C(C(C(=O)O)O)(C(=O)O)O. Cell line: HCT-15. Synergy scores: CSS=51.7, Synergy_ZIP=1.75, Synergy_Bliss=1.63, Synergy_Loewe=3.51, Synergy_HSA=5.17. (7) Drug 1: C1=CC=C(C=C1)NC(=O)CCCCCCC(=O)NO. Cell line: HCT116. Synergy scores: CSS=32.6, Synergy_ZIP=3.94, Synergy_Bliss=1.28, Synergy_Loewe=-26.2, Synergy_HSA=-6.25. Drug 2: CC(C)NC(=O)C1=CC=C(C=C1)CNNC.Cl. (8) Drug 2: CCC(=C(C1=CC=CC=C1)C2=CC=C(C=C2)OCCN(C)C)C3=CC=CC=C3.C(C(=O)O)C(CC(=O)O)(C(=O)O)O. Cell line: MALME-3M. Synergy scores: CSS=38.8, Synergy_ZIP=8.05, Synergy_Bliss=7.39, Synergy_Loewe=-14.2, Synergy_HSA=6.21. Drug 1: CCC1=CC2CC(C3=C(CN(C2)C1)C4=CC=CC=C4N3)(C5=C(C=C6C(=C5)C78CCN9C7C(C=CC9)(C(C(C8N6C)(C(=O)OC)O)OC(=O)C)CC)OC)C(=O)OC.C(C(C(=O)O)O)(C(=O)O)O. (9) Drug 1: C(=O)(N)NO. Drug 2: C1CC(=O)NC(=O)C1N2C(=O)C3=CC=CC=C3C2=O. Cell line: SNB-19. Synergy scores: CSS=-2.49, Synergy_ZIP=0.289, Synergy_Bliss=-0.118, Synergy_Loewe=-0.926, Synergy_HSA=-1.89. (10) Drug 1: C1=CC(=CC=C1C#N)C(C2=CC=C(C=C2)C#N)N3C=NC=N3. Drug 2: CC1C(C(CC(O1)OC2CC(CC3=C2C(=C4C(=C3O)C(=O)C5=CC=CC=C5C4=O)O)(C(=O)C)O)N)O. Cell line: K-562. Synergy scores: CSS=20.5, Synergy_ZIP=-3.76, Synergy_Bliss=-7.22, Synergy_Loewe=-18.1, Synergy_HSA=-7.16.